This data is from Full USPTO retrosynthesis dataset with 1.9M reactions from patents (1976-2016). The task is: Predict the reactants needed to synthesize the given product. (1) Given the product [F:40][C:27]1[CH:26]=[C:25]([C:16]2[CH:17]=[N:18][C:13]([NH:12][C:10](=[O:11])[CH2:9][C:5]3[CH:6]=[CH:7][CH:8]=[C:3]([C:2]([F:23])([F:22])[F:1])[CH:4]=3)=[CH:14][CH:15]=2)[CH:30]=[CH:29][C:28]=1[C:31]1([O:35][CH2:36][C:37]([OH:39])=[O:38])[CH2:34][CH2:33][CH2:32]1, predict the reactants needed to synthesize it. The reactants are: [F:1][C:2]([F:23])([F:22])[C:3]1[CH:4]=[C:5]([CH2:9][C:10]([NH:12][C:13]2[N:18]=[CH:17][C:16](B(O)O)=[CH:15][CH:14]=2)=[O:11])[CH:6]=[CH:7][CH:8]=1.Br[C:25]1[CH:30]=[CH:29][C:28]([C:31]2([O:35][CH2:36][C:37]([OH:39])=[O:38])[CH2:34][CH2:33][CH2:32]2)=[C:27]([F:40])[CH:26]=1.P([O-])([O-])([O-])=O.[K+].[K+].[K+].CN(C)C(=O)C. (2) Given the product [NH2:1][C:4]1[CH:25]=[CH:24][C:7]([C:8]([NH:10][C:11]2[CH:23]=[CH:22][C:14]3[O:15][C:16]4[CH2:21][CH2:20][CH2:19][CH2:18][C:17]=4[C:13]=3[CH:12]=2)=[O:9])=[CH:6][CH:5]=1, predict the reactants needed to synthesize it. The reactants are: [N+:1]([C:4]1[CH:25]=[CH:24][C:7]([C:8]([NH:10][C:11]2[CH:23]=[CH:22][C:14]3[O:15][C:16]4[CH2:21][CH2:20][CH2:19][CH2:18][C:17]=4[C:13]=3[CH:12]=2)=[O:9])=[CH:6][CH:5]=1)([O-])=O. (3) Given the product [C:20]([C@@H:19]([NH:18][C:15]([C:7]1[CH:6]=[CH:5][C:4]([CH:1]2[CH2:2][CH2:3]2)=[C:9]([O:10][CH2:11][CH:12]2[CH2:13][CH2:14]2)[N:8]=1)=[O:17])[C:23]1[CH:28]=[CH:27][C:26]([F:29])=[CH:25][CH:24]=1)(=[O:21])[NH2:22], predict the reactants needed to synthesize it. The reactants are: [CH:1]1([C:4]2[CH:5]=[CH:6][C:7]([C:15]([OH:17])=O)=[N:8][C:9]=2[O:10][CH2:11][CH:12]2[CH2:14][CH2:13]2)[CH2:3][CH2:2]1.[NH2:18][C@@H:19]([C:23]1[CH:28]=[CH:27][C:26]([F:29])=[CH:25][CH:24]=1)[C:20]([NH2:22])=[O:21]. (4) Given the product [C:19]([C:18]1[CH:21]=[C:22]([S:25]([CH2:28][CH3:29])(=[O:27])=[O:26])[CH:23]=[CH:24][C:17]=1[O:1][C:2]1[CH:3]=[C:4]([CH2:12][C:13]([OH:15])=[O:14])[CH:5]=[C:6]([C:8]([F:9])([F:10])[F:11])[CH:7]=1)#[N:20], predict the reactants needed to synthesize it. The reactants are: [OH:1][C:2]1[CH:3]=[C:4]([CH2:12][C:13]([OH:15])=[O:14])[CH:5]=[C:6]([C:8]([F:11])([F:10])[F:9])[CH:7]=1.Cl[C:17]1[CH:24]=[CH:23][C:22]([S:25]([CH2:28][CH3:29])(=[O:27])=[O:26])=[CH:21][C:18]=1[C:19]#[N:20].